From a dataset of Full USPTO retrosynthesis dataset with 1.9M reactions from patents (1976-2016). Predict the reactants needed to synthesize the given product. (1) Given the product [CH3:21][C:22]1[N:23]=[CH:24][C:25]([CH2:28][C:29]2[C:30](=[O:37])[N:31]=[C:32]([NH:18][CH2:17][CH2:16][C:13]3[CH:14]=[CH:15][C:10]([O:9][C:6]4[CH:5]=[CH:4][C:3]([C:2]([F:19])([F:1])[F:20])=[CH:8][N:7]=4)=[CH:11][CH:12]=3)[NH:33][CH:34]=2)=[CH:26][N:27]=1, predict the reactants needed to synthesize it. The reactants are: [F:1][C:2]([F:20])([F:19])[C:3]1[CH:4]=[CH:5][C:6]([O:9][C:10]2[CH:15]=[CH:14][C:13]([CH2:16][CH2:17][NH2:18])=[CH:12][CH:11]=2)=[N:7][CH:8]=1.[CH3:21][C:22]1[N:27]=[CH:26][C:25]([CH2:28][C:29]2[C:30](=[O:37])[N:31]=[C:32](SC)[NH:33][CH:34]=2)=[CH:24][N:23]=1. (2) Given the product [Cl:63][C:60]1[CH:59]=[CH:58][C:57]([CH:52]([NH:51][C:48]([C:33]2([NH:32][C:30](=[O:31])[O:29][C:25]([CH3:28])([CH3:27])[CH3:26])[CH2:34][CH2:35][N:36]([C:39]3[C:40]4[CH:47]=[CH:46][NH:45][C:41]=4[N:42]=[CH:43][N:44]=3)[CH2:37][CH2:38]2)=[O:50])[CH2:53][CH2:54][CH2:55][OH:56])=[CH:62][CH:61]=1, predict the reactants needed to synthesize it. The reactants are: F[P-](F)(F)(F)(F)F.N1(OC(N(C)C)=[N+](C)C)C2N=CC=CC=2N=N1.[C:25]([O:29][C:30]([NH:32][C:33]1([C:48]([OH:50])=O)[CH2:38][CH2:37][N:36]([C:39]2[C:40]3[CH:47]=[CH:46][NH:45][C:41]=3[N:42]=[CH:43][N:44]=2)[CH2:35][CH2:34]1)=[O:31])([CH3:28])([CH3:27])[CH3:26].[NH2:51][CH:52]([C:57]1[CH:62]=[CH:61][C:60]([Cl:63])=[CH:59][CH:58]=1)[CH2:53][CH2:54][CH2:55][OH:56].C(N(C(C)C)C(C)C)C.